Dataset: Reaction yield outcomes from USPTO patents with 853,638 reactions. Task: Predict the reaction yield, written as a fraction of the theoretical maximum amount of product (1.0 means a 100% yield; for example, 0.34 means a 34% yield). (1) The reactants are [F:1][C:2]([F:12])([F:11])[O:3][C:4]1[CH:5]=[C:6]([CH:8]=[CH:9][CH:10]=1)[NH2:7].Br[CH2:14][C:15]#[N:16].[I-].[Na+].C(=O)([O-])[O-].[Na+].[Na+]. The catalyst is CC#N. The product is [F:1][C:2]([F:11])([F:12])[O:3][C:4]1[CH:5]=[C:6]([NH:7][CH2:14][C:15]#[N:16])[CH:8]=[CH:9][CH:10]=1. The yield is 0.740. (2) The reactants are [Br:1][C:2]1[CH:3]=[C:4]([OH:9])[CH:5]=[C:6]([Cl:8])[CH:7]=1.C(=O)([O-])[O-].[K+].[K+].[CH2:16](Br)[C:17]1[CH:22]=[CH:21][CH:20]=[CH:19][CH:18]=1. The catalyst is CC(C)=O.[I-].C([N+](CCCC)(CCCC)CCCC)CCC. The product is [CH2:16]([O:9][C:4]1[CH:5]=[C:6]([Cl:8])[CH:7]=[C:2]([Br:1])[CH:3]=1)[C:17]1[CH:22]=[CH:21][CH:20]=[CH:19][CH:18]=1. The yield is 0.900. (3) The reactants are [CH2:1]([N:4]1[CH2:9][CH2:8][N:7]([C:10]2[N:15]=[CH:14][C:13]([O:16][S:17]([C:20]3[CH:25]=[CH:24][C:23]([CH:26]([CH3:28])[CH3:27])=[CH:22][CH:21]=3)(=[O:19])=[O:18])=[CH:12][CH:11]=2)[CH2:6][CH2:5]1)[CH:2]=[CH2:3].[H][H]. The catalyst is [Pd].C(OCC)(=O)C. The product is [CH2:1]([N:4]1[CH2:9][CH2:8][N:7]([C:10]2[N:15]=[CH:14][C:13]([O:16][S:17]([C:20]3[CH:21]=[CH:22][C:23]([CH:26]([CH3:27])[CH3:28])=[CH:24][CH:25]=3)(=[O:19])=[O:18])=[CH:12][CH:11]=2)[CH2:6][CH2:5]1)[CH2:2][CH3:3]. The yield is 0.580. (4) The reactants are I[C:2]1[CH:7]=[CH:6][N:5]=[C:4]2[N:8]([C:15]([C:28]3[CH:33]=[CH:32][CH:31]=[CH:30][CH:29]=3)([C:22]3[CH:27]=[CH:26][CH:25]=[CH:24][CH:23]=3)[C:16]3[CH:21]=[CH:20][CH:19]=[CH:18][CH:17]=3)[N:9]=[C:10]([C:11]([F:14])([F:13])[F:12])[C:3]=12.[CH3:34][C:35]([C:47]1[CH:52]=[CH:51][CH:50]=[C:49](B2OC(C)(C)C(C)(C)O2)[CH:48]=1)([CH2:45][CH3:46])[CH2:36][NH:37][C:38](=[O:44])[O:39][C:40]([CH3:43])([CH3:42])[CH3:41].C([O-])([O-])=O.[Na+].[Na+]. The catalyst is O1CCOCC1.CC(C)([P](C(C)(C)C)([Pd][P](C(C)(C)C)(C(C)(C)C)C(C)(C)C)C(C)(C)C)C. The product is [CH3:34][C:35]([C:47]1[CH:48]=[CH:49][CH:50]=[C:51]([C:2]2[CH:7]=[CH:6][N:5]=[C:4]3[N:8]([C:15]([C:22]4[CH:23]=[CH:24][CH:25]=[CH:26][CH:27]=4)([C:28]4[CH:29]=[CH:30][CH:31]=[CH:32][CH:33]=4)[C:16]4[CH:17]=[CH:18][CH:19]=[CH:20][CH:21]=4)[N:9]=[C:10]([C:11]([F:12])([F:14])[F:13])[C:3]=23)[CH:52]=1)([CH2:45][CH3:46])[CH2:36][NH:37][C:38](=[O:44])[O:39][C:40]([CH3:41])([CH3:42])[CH3:43]. The yield is 0.980. (5) The reactants are [NH:1]1[CH2:6][CH2:5][CH:4]([CH2:7][O:8][C:9]2[CH:18]=[CH:17][CH:16]=[C:15]3[C:10]=2[C:11]([NH2:20])=[N:12][C:13]([NH2:19])=[N:14]3)[CH2:3][CH2:2]1.[F:21][C:22]1[CH:30]=[CH:29][CH:28]=[CH:27][C:23]=1[C:24](Cl)=[O:25]. No catalyst specified. The product is [NH2:19][C:13]1[N:12]=[C:11]([NH2:20])[C:10]2[C:15](=[CH:16][CH:17]=[CH:18][C:9]=2[O:8][CH2:7][CH:4]2[CH2:5][CH2:6][N:1]([C:24]([C:23]3[CH:27]=[CH:28][CH:29]=[CH:30][C:22]=3[F:21])=[O:25])[CH2:2][CH2:3]2)[N:14]=1. The yield is 0.600. (6) The reactants are [Cl:1][C:2]1[CH:3]=[C:4]([CH:8]2[C:12]([C:15]3[CH:20]=[CH:19][C:18]([Cl:21])=[CH:17][CH:16]=3)([C:13]#[N:14])[CH:11]([CH2:22][C:23]([CH3:26])([CH3:25])[CH3:24])[NH:10][CH:9]2[C:27]([OH:29])=O)[CH:5]=[CH:6][CH:7]=1.[CH3:30][NH:31][CH3:32].CN(C(ON1N=NC2C=CC=NC1=2)=[N+](C)C)C.F[P-](F)(F)(F)(F)F.CCN(C(C)C)C(C)C. The catalyst is C(Cl)Cl. The product is [CH3:30][N:31]([CH3:32])[C:27]([CH:9]1[CH:8]([C:4]2[CH:5]=[CH:6][CH:7]=[C:2]([Cl:1])[CH:3]=2)[C:12]([C:15]2[CH:20]=[CH:19][C:18]([Cl:21])=[CH:17][CH:16]=2)([C:13]#[N:14])[CH:11]([CH2:22][C:23]([CH3:24])([CH3:26])[CH3:25])[NH:10]1)=[O:29]. The yield is 0.900. (7) The reactants are [F:1][CH2:2][C:3]([C:7]1[CH:11]=[C:10]([NH2:12])[N:9]([C:13]2[CH:18]=[CH:17][CH:16]=[CH:15][CH:14]=2)[N:8]=1)([CH3:6])[CH2:4][F:5].C([O-])([O-])=O.[K+].[K+].Cl[C:26]([O:28][C:29]1[CH:34]=[CH:33][CH:32]=[CH:31][CH:30]=1)=[O:27]. The catalyst is C1COCC1. The product is [F:5][CH2:4][C:3]([C:7]1[CH:11]=[C:10]([NH:12][C:26](=[O:27])[O:28][C:29]2[CH:34]=[CH:33][CH:32]=[CH:31][CH:30]=2)[N:9]([C:13]2[CH:18]=[CH:17][CH:16]=[CH:15][CH:14]=2)[N:8]=1)([CH3:6])[CH2:2][F:1]. The yield is 1.00. (8) The reactants are [CH2:1]([C:5]1[N:10]2[N:11]=[CH:12][N:13]=[C:9]2[NH:8][C:7](=[O:14])[C:6]=1[CH2:15][C:16]1[CH:21]=[CH:20][C:19]([C:22]2[C:23]([C:28]#[N:29])=[CH:24][CH:25]=[CH:26][CH:27]=2)=[CH:18][CH:17]=1)[CH2:2][CH2:3][CH3:4].[CH3:30][CH:31]([O:33][C:34]1[CH:39]=[CH:38][C:37](B(O)O)=[CH:36][CH:35]=1)[CH3:32].C(N(CC)CC)C.N1C=CC=CC=1. The catalyst is ClCCl.C(OCC)(=O)C.C([O-])(=O)C.[Cu+2].C([O-])(=O)C. The product is [CH3:30][CH:31]([O:33][C:34]1[CH:39]=[CH:38][C:37]([N:8]2[C:7](=[O:14])[C:6]([CH2:15][C:16]3[CH:21]=[CH:20][C:19]([C:22]4[C:23]([C:28]#[N:29])=[CH:24][CH:25]=[CH:26][CH:27]=4)=[CH:18][CH:17]=3)=[C:5]([CH2:1][CH2:2][CH2:3][CH3:4])[N:10]3[N:11]=[CH:12][N:13]=[C:9]23)=[CH:36][CH:35]=1)[CH3:32]. The yield is 1.00. (9) The catalyst is C1COCC1.[Cl-].[Na+].O. The yield is 1.00. The product is [C:1]([N:20]1[C:24]2[N:25]=[CH:26][CH:27]=[C:28]([C:29](=[S:41])[NH2:31])[C:23]=2[CH:22]=[N:21]1)([C:14]1[CH:19]=[CH:18][CH:17]=[CH:16][CH:15]=1)([C:8]1[CH:13]=[CH:12][CH:11]=[CH:10][CH:9]=1)[C:2]1[CH:7]=[CH:6][CH:5]=[CH:4][CH:3]=1. The reactants are [C:1]([N:20]1[C:24]2[N:25]=[CH:26][CH:27]=[C:28]([C:29]([NH2:31])=O)[C:23]=2[CH:22]=[N:21]1)([C:14]1[CH:19]=[CH:18][CH:17]=[CH:16][CH:15]=1)([C:8]1[CH:13]=[CH:12][CH:11]=[CH:10][CH:9]=1)[C:2]1[CH:7]=[CH:6][CH:5]=[CH:4][CH:3]=1.COC1C=CC(P2(SP(C3C=CC(OC)=CC=3)(=S)S2)=[S:41])=CC=1. (10) The reactants are COC[C@@H]1[C@H](C=O)[C@]1(C)C1C=CC2C(C)(C)CCC(C)(C)C=2C=1.CC12C(C)(C)[C:28]([C:34]([O:36][CH2:37][C@H:38]3[C@H:40]([CH2:41][O:42]CC)[C@@:39]3([CH3:59])[C:45]3[CH:54]=[CH:53][C:52]4[C:51]([CH3:56])([CH3:55])[CH2:50][CH2:49][C:48]([CH3:58])([CH3:57])[C:47]=4[CH:46]=3)=O)(CC1)OC2=O. No catalyst specified. The product is [CH2:34]([O:36][CH2:37][C@H:38]1[C@H:40]([CH:41]=[O:42])[C@:39]1([CH3:59])[C:45]1[CH:54]=[CH:53][C:52]2[C:51]([CH3:56])([CH3:55])[CH2:50][CH2:49][C:48]([CH3:58])([CH3:57])[C:47]=2[CH:46]=1)[CH3:28]. The yield is 0.980.